This data is from Forward reaction prediction with 1.9M reactions from USPTO patents (1976-2016). The task is: Predict the product of the given reaction. (1) Given the reactants [Cl:1]C(N(C)C)=C(C)C.[CH2:9]([O:11][C:12]([C:14]1[CH:18]=[CH:17][N:16]([CH:19]([CH3:21])[CH3:20])[C:15]=1[CH:22]([C:24]1[CH:29]=[CH:28][C:27]([C:30]#[N:31])=[CH:26][CH:25]=1)O)=[O:13])[CH3:10], predict the reaction product. The product is: [CH2:9]([O:11][C:12]([C:14]1[CH:18]=[CH:17][N:16]([CH:19]([CH3:21])[CH3:20])[C:15]=1[CH:22]([Cl:1])[C:24]1[CH:29]=[CH:28][C:27]([C:30]#[N:31])=[CH:26][CH:25]=1)=[O:13])[CH3:10]. (2) Given the reactants C[O:2][C:3](=[O:40])[CH2:4][O:5][C:6]1[CH:11]=[CH:10][C:9]([S:12][C:13]2[CH:18]=[C:17]([C:19]#[C:20][C:21]3[CH:26]=[CH:25][C:24]([CH2:27][OH:28])=[CH:23][CH:22]=3)[N:16]=[C:15]([C:29]#[C:30][C:31]3[CH:36]=[CH:35][C:34]([CH2:37][OH:38])=[CH:33][CH:32]=3)[CH:14]=2)=[CH:8][C:7]=1[CH3:39].Cl.O.C(OCC)(=O)C, predict the reaction product. The product is: [OH:28][CH2:27][C:24]1[CH:25]=[CH:26][C:21]([C:20]#[C:19][C:17]2[CH:18]=[C:13]([S:12][C:9]3[CH:10]=[CH:11][C:6]([O:5][CH2:4][C:3]([OH:40])=[O:2])=[C:7]([CH3:39])[CH:8]=3)[CH:14]=[C:15]([C:29]#[C:30][C:31]3[CH:36]=[CH:35][C:34]([CH2:37][OH:38])=[CH:33][CH:32]=3)[N:16]=2)=[CH:22][CH:23]=1. (3) Given the reactants [CH3:1][O:2][C:3]([C:5]1[CH:14]=[N:13][CH:12]=[C:11]2[C:6]=1[CH2:7][CH2:8][N:9]([C:15]1[CH:16]=[C:17]([CH:21]=[CH:22][CH:23]=1)[C:18](O)=[O:19])[CH2:10]2)=[O:4].C(N(CC)CC)C.CCCP(=O)=O.[F:37][C:38]([F:47])([F:46])[C:39]1[CH:40]=[C:41]([CH:43]=[CH:44][CH:45]=1)[NH2:42], predict the reaction product. The product is: [F:37][C:38]([F:46])([F:47])[C:39]1[CH:40]=[C:41]([NH:42][C:18]([C:17]2[CH:16]=[C:15]([N:9]3[CH2:10][C:11]4[CH:12]=[N:13][CH:14]=[C:5]([C:3]([O:2][CH3:1])=[O:4])[C:6]=4[CH2:7][CH2:8]3)[CH:23]=[CH:22][CH:21]=2)=[O:19])[CH:43]=[CH:44][CH:45]=1. (4) Given the reactants [OH-].[Na+].[CH3:3][C@@H:4]([NH:8][C:9]1[C:14]([C:15]([O:17]CC)=[O:16])=[CH:13][N:12]=[C:11]2[N:20]([CH2:23][CH3:24])[N:21]=[CH:22][C:10]=12)[CH:5]([CH3:7])[CH3:6].Cl, predict the reaction product. The product is: [CH3:3][C@@H:4]([NH:8][C:9]1[C:14]([C:15]([OH:17])=[O:16])=[CH:13][N:12]=[C:11]2[N:20]([CH2:23][CH3:24])[N:21]=[CH:22][C:10]=12)[CH:5]([CH3:6])[CH3:7].